This data is from Full USPTO retrosynthesis dataset with 1.9M reactions from patents (1976-2016). The task is: Predict the reactants needed to synthesize the given product. Given the product [Cl:1][C:2]1[CH:7]=[C:6]([Cl:8])[CH:5]=[CH:4][C:3]=1[S:9]([NH:12][CH2:13][CH2:14][CH2:15][CH2:16][N:17]([CH2:18][C@@H:19]([NH:24][C:25]([O:26][C:27]([CH3:29])([CH3:28])[CH3:30])=[O:31])[CH2:20][CH:21]([CH3:23])[CH3:22])[C:39](=[O:40])[O:41][CH2:42][CH:43]1[C:55]2[CH:54]=[CH:53][CH:52]=[CH:51][C:50]=2[C:49]2[C:44]1=[CH:45][CH:46]=[CH:47][CH:48]=2)(=[O:10])=[O:11], predict the reactants needed to synthesize it. The reactants are: [Cl:1][C:2]1[CH:7]=[C:6]([Cl:8])[CH:5]=[CH:4][C:3]=1[S:9]([NH:12][CH2:13][CH2:14][CH2:15][CH2:16][NH:17][CH2:18][C@@H:19]([NH:24][C:25](=[O:31])[O:26][C:27]([CH3:30])([CH3:29])[CH3:28])[CH2:20][CH:21]([CH3:23])[CH3:22])(=[O:11])=[O:10].C(N(CC)CC)C.[C:39](Cl)([O:41][CH2:42][CH:43]1[C:55]2[C:50](=[CH:51][CH:52]=[CH:53][CH:54]=2)[C:49]2[C:44]1=[CH:45][CH:46]=[CH:47][CH:48]=2)=[O:40].